Dataset: Rat liver microsome stability data. Task: Regression/Classification. Given a drug SMILES string, predict its absorption, distribution, metabolism, or excretion properties. Task type varies by dataset: regression for continuous measurements (e.g., permeability, clearance, half-life) or binary classification for categorical outcomes (e.g., BBB penetration, CYP inhibition). Dataset: rlm. (1) The compound is N#Cc1cccc(Nc2ncc(-c3cccc4ccccc34)o2)c1. The result is 0 (unstable in rat liver microsomes). (2) The compound is CN1CCN(C(=O)c2ccc(NC(=O)Nc3ccc(-c4nc(O[C@H]5CCOC5)nc(N5CCOCC5)n4)cc3)cc2)CC1. The result is 1 (stable in rat liver microsomes). (3) The drug is COc1cnc(CN=Cc2c(O)nc(O)c3ccc(I)cc23)cc1O. The result is 0 (unstable in rat liver microsomes). (4) The drug is Cc1nc2c(C(F)(F)F)cccc2n1-c1cccc(Oc2cc(F)cc(S(C)(=O)=O)c2)c1. The result is 1 (stable in rat liver microsomes). (5) The molecule is Cn1nnnc1Sc1ncnc2scc(-c3ccc(F)cc3)c12. The result is 1 (stable in rat liver microsomes). (6) The drug is COc1ccc(C#Cc2cccc(C(=O)N3CCN(c4ccccn4)CC3)c2)cc1. The result is 1 (stable in rat liver microsomes). (7) The drug is Cn1cncc1[C@@](N)(c1ccc(Cl)cc1)c1ccc2c(c1)c(-c1cccc(Cl)c1)cc(=O)n2C. The result is 1 (stable in rat liver microsomes).